Dataset: Forward reaction prediction with 1.9M reactions from USPTO patents (1976-2016). Task: Predict the product of the given reaction. (1) Given the reactants [NH:1]1[CH2:4][CH:3]([CH2:5][O:6][C:7]2[C:16]([CH:17]3[CH2:19][CH2:18]3)=[CH:15][C:10]([C:11]([O:13][CH3:14])=[O:12])=[C:9]([F:20])[CH:8]=2)[CH2:2]1.[C:21](Cl)(=[O:28])[C:22]1[CH:27]=[CH:26][CH:25]=[CH:24][CH:23]=1.C(N(CC)CC)C, predict the reaction product. The product is: [C:21]([N:1]1[CH2:4][CH:3]([CH2:5][O:6][C:7]2[C:16]([CH:17]3[CH2:19][CH2:18]3)=[CH:15][C:10]([C:11]([O:13][CH3:14])=[O:12])=[C:9]([F:20])[CH:8]=2)[CH2:2]1)(=[O:28])[C:22]1[CH:27]=[CH:26][CH:25]=[CH:24][CH:23]=1. (2) Given the reactants [Br:1][C:2]1[CH:7]=[CH:6][C:5]([NH:8][C:9]2[N:14]=[CH:13][CH:12]=[CH:11][N:10]=2)=[CH:4][CH:3]=1.[H-].[Na+].[CH3:17][O:18][C:19]1[CH:26]=[CH:25][C:22]([CH2:23]Cl)=[CH:21][CH:20]=1, predict the reaction product. The product is: [Br:1][C:2]1[CH:3]=[CH:4][C:5]([N:8]([CH2:23][C:22]2[CH:25]=[CH:26][C:19]([O:18][CH3:17])=[CH:20][CH:21]=2)[C:9]2[N:10]=[CH:11][CH:12]=[CH:13][N:14]=2)=[CH:6][CH:7]=1. (3) Given the reactants [CH:1]1[C:10]2[C:5](=[C:6]([CH2:11][C:12]([OH:14])=O)[CH:7]=[CH:8][CH:9]=2)[CH:4]=[CH:3][N:2]=1.[Cl:15][C:16]1[S:17][CH:18]=[C:19]([C:21]2[S:22][CH:23]=[CH:24][C:25]=2[NH2:26])[N:20]=1, predict the reaction product. The product is: [Cl:15][C:16]1[S:17][CH:18]=[C:19]([C:21]2[S:22][CH:23]=[CH:24][C:25]=2[NH:26][C:12](=[O:14])[CH2:11][C:6]2[CH:7]=[CH:8][CH:9]=[C:10]3[C:5]=2[CH:4]=[CH:3][N:2]=[CH:1]3)[N:20]=1. (4) Given the reactants [N+:1]([C:4]1[CH:9]=[C:8]([C:10]([F:13])([F:12])[F:11])[CH:7]=[CH:6][C:5]=1[CH2:14][C:15](=O)[CH3:16])([O-])=O.[C]=O.FC1C=CC([N+]([O-])=O)=C(CC(=O)C)C=1, predict the reaction product. The product is: [CH3:16][C:15]1[NH:1][C:4]2[C:5]([CH:14]=1)=[CH:6][CH:7]=[C:8]([C:10]([F:13])([F:12])[F:11])[CH:9]=2. (5) Given the reactants FC(F)(F)C(O)=O.C(OC([N:15]1[CH2:24][CH2:23][C:22]2[C:17](=[CH:18][CH:19]=[CH:20][C:21]=2[O:25][C:26]2[CH:31]=[CH:30][C:29]([C:32](=[O:34])[NH2:33])=[CH:28][N:27]=2)[CH2:16]1)=O)(C)(C)C, predict the reaction product. The product is: [CH2:16]1[C:17]2[C:22](=[C:21]([O:25][C:26]3[CH:31]=[CH:30][C:29]([C:32]([NH2:33])=[O:34])=[CH:28][N:27]=3)[CH:20]=[CH:19][CH:18]=2)[CH2:23][CH2:24][NH:15]1. (6) Given the reactants P(Cl)(Cl)(Cl)=O.[CH3:6][N:7]1[C:11]([C:12]2[CH:17]=[CH:16][CH:15]=[CH:14][CH:13]=2)=[CH:10][C:9](=[O:18])[N:8]1[CH3:19].[OH-].[Na+].CN([CH:25]=[O:26])C, predict the reaction product. The product is: [CH3:6][N:7]1[C:11]([C:12]2[CH:13]=[CH:14][CH:15]=[CH:16][CH:17]=2)=[C:10]([CH:25]=[O:26])[C:9](=[O:18])[N:8]1[CH3:19]. (7) Given the reactants [Mg].Br[C:3]1[CH:8]=[CH:7][C:6]([Cl:9])=[C:5]([Cl:10])[CH:4]=1.[CH2:11]([C@@H:13]1[O:15][CH2:14]1)[Cl:12], predict the reaction product. The product is: [Cl:12][CH2:11][C@H:13]([OH:15])[CH2:14][C:3]1[CH:8]=[CH:7][C:6]([Cl:9])=[C:5]([Cl:10])[CH:4]=1. (8) Given the reactants C(OC([N:8]1[CH2:26][CH2:25][C@@H:11]2[N:12]([CH3:24])[C:13]3[C:14]([C:20]([F:23])([F:22])[F:21])=[CH:15][C:16]([OH:19])=[CH:17][C:18]=3[C@@H:10]2[CH2:9]1)=O)(C)(C)C.Br[CH2:28][C:29]1[CH:34]=[CH:33][N:32]=[CH:31][CH:30]=1.C([O-])([O-])=O.[K+].[K+], predict the reaction product. The product is: [CH3:24][N:12]1[C:13]2[C:14]([C:20]([F:23])([F:22])[F:21])=[CH:15][C:16]([O:19][CH2:28][C:29]3[CH:34]=[CH:33][N:32]=[CH:31][CH:30]=3)=[CH:17][C:18]=2[C@@H:10]2[CH2:9][NH:8][CH2:26][CH2:25][C@H:11]12. (9) Given the reactants [CH3:1][O:2][C:3]1[CH:8]=[C:7]([O:9][C:10]2[CH:11]=[CH:12][C:13]([N+:18]([O-])=O)=[C:14]([CH:17]=2)[NH:15][CH3:16])[CH:6]=[CH:5][N:4]=1.[Cl-].[NH4+].C(O)C, predict the reaction product. The product is: [CH3:1][O:2][C:3]1[CH:8]=[C:7]([O:9][C:10]2[CH:17]=[C:14]([NH:15][CH3:16])[C:13]([NH2:18])=[CH:12][CH:11]=2)[CH:6]=[CH:5][N:4]=1. (10) Given the reactants [C:1]([O:5][C:6]([N:8]1[C:16]2[C:11](=[CH:12][C:13](I)=[CH:14][CH:15]=2)[CH:10]=[CH:9]1)=[O:7])([CH3:4])([CH3:3])[CH3:2].[CH:18]([Si:21]([CH:26]([CH3:28])[CH3:27])([CH:23]([CH3:25])[CH3:24])[S-:22])([CH3:20])[CH3:19].[K+], predict the reaction product. The product is: [C:1]([O:5][C:6]([N:8]1[C:16]2[C:11](=[CH:12][C:13]([S:22][Si:21]([CH:23]([CH3:25])[CH3:24])([CH:26]([CH3:28])[CH3:27])[CH:18]([CH3:19])[CH3:20])=[CH:14][CH:15]=2)[CH:10]=[CH:9]1)=[O:7])([CH3:4])([CH3:3])[CH3:2].